From a dataset of Reaction yield outcomes from USPTO patents with 853,638 reactions. Predict the reaction yield, written as a fraction of the theoretical maximum amount of product (1.0 means a 100% yield; for example, 0.34 means a 34% yield). (1) The reactants are P(Cl)(Cl)(Cl)(Cl)Cl.[Cl:7][S:8]([OH:11])(=O)=[O:9].[Cl:12][C:13]1[O:14][CH:15]=[CH:16][CH:17]=1. No catalyst specified. The product is [Cl:12][C:13]1[O:14][C:15]([S:8]([Cl:7])(=[O:11])=[O:9])=[CH:16][CH:17]=1. The yield is 0.360. (2) The reactants are [C:1]([O:5][C:6]([N:8]1[CH2:13][CH2:12][CH:11]([CH2:14][CH2:15][CH2:16][OH:17])[CH2:10][CH2:9]1)=[O:7])([CH3:4])([CH3:3])[CH3:2].ClCCl.[CH3:21][S:22](Cl)(=[O:24])=[O:23]. The catalyst is CO. The product is [C:1]([O:5][C:6]([N:8]1[CH2:13][CH2:12][CH:11]([CH2:14][CH2:15][CH2:16][O:17][S:22]([CH3:21])(=[O:24])=[O:23])[CH2:10][CH2:9]1)=[O:7])([CH3:4])([CH3:3])[CH3:2]. The yield is 0.970. (3) The reactants are [F:1][C:2]([F:16])([F:15])[O:3][C:4]1[CH:12]=[C:11]([CH:13]=[CH2:14])[CH:10]=[CH:9][C:5]=1[C:6]([OH:8])=[O:7].Br[CH:18]([C:23]1[CH:28]=[C:27]([Cl:29])[C:26]([F:30])=[C:25]([Cl:31])[CH:24]=1)[C:19]([F:22])([F:21])[F:20].N1C=CC=CC=1C1C=CC=CN=1. The catalyst is CN1CCCC1.O.[Cu]Cl. The product is [Cl:29][C:27]1[CH:28]=[C:23]([CH:18]([C:19]([F:22])([F:21])[F:20])/[CH:14]=[CH:13]/[C:11]2[CH:10]=[CH:9][C:5]([C:6]([OH:8])=[O:7])=[C:4]([O:3][C:2]([F:15])([F:16])[F:1])[CH:12]=2)[CH:24]=[C:25]([Cl:31])[C:26]=1[F:30]. The yield is 0.210. (4) The reactants are [Cl:1][C:2]1[CH:3]=[C:4]([C@@H](CC2CCCC2)C(O)=O)[CH:5]=[CH:6][C:7]=1[S:8]([CH3:11])(=[O:10])=[O:9].[C:22](Cl)(=[O:26])[C:23](Cl)=O.[CH3:28][O:29][C:30]1[CH:31]=[C:32]([C:36]2[N:37]=[CH:38][C:39]([NH2:42])=[N:40][CH:41]=2)[CH:33]=[CH:34][CH:35]=1.N1[C:48](C)=[CH:47][CH:46]=[CH:45][C:44]=1[CH3:50]. The catalyst is C(Cl)Cl.CN(C)C=O.O1CCCC1.O. The product is [Cl:1][C:2]1[C:7]([S:8]([CH3:11])(=[O:9])=[O:10])=[C:6]([C@@H:23]([CH2:50][CH:44]2[CH2:45][CH2:46][CH2:47][CH2:48]2)[C:22]([NH:42][C:39]2[CH:38]=[N:37][C:36]([C:32]3[CH:33]=[CH:34][CH:35]=[C:30]([O:29][CH3:28])[CH:31]=3)=[CH:41][N:40]=2)=[O:26])[CH:5]=[CH:4][CH:3]=1. The yield is 0.830. (5) The reactants are Br[C:2]1[CH:3]=[CH:4][C:5]([NH:8][CH2:9][CH2:10][N:11]2[CH2:16][CH2:15][C:14]([F:18])([F:17])[CH2:13][CH2:12]2)=[N:6][CH:7]=1.CC1(C)C(C)(C)OB([C:27]2[CH:32]=[CH:31][C:30]([NH:33][C:34](=[O:40])[O:35][C:36]([CH3:39])([CH3:38])[CH3:37])=[CH:29][CH:28]=2)O1.C([O-])([O-])=O.[Na+].[Na+]. The catalyst is O1CCOCC1.C1C=CC([P]([Pd]([P](C2C=CC=CC=2)(C2C=CC=CC=2)C2C=CC=CC=2)([P](C2C=CC=CC=2)(C2C=CC=CC=2)C2C=CC=CC=2)[P](C2C=CC=CC=2)(C2C=CC=CC=2)C2C=CC=CC=2)(C2C=CC=CC=2)C2C=CC=CC=2)=CC=1. The product is [F:17][C:14]1([F:18])[CH2:15][CH2:16][N:11]([CH2:10][CH2:9][NH:8][C:5]2[N:6]=[CH:7][C:2]([C:27]3[CH:28]=[CH:29][C:30]([NH:33][C:34](=[O:40])[O:35][C:36]([CH3:38])([CH3:37])[CH3:39])=[CH:31][CH:32]=3)=[CH:3][CH:4]=2)[CH2:12][CH2:13]1. The yield is 0.380. (6) The reactants are [NH2:1][CH:2]1[CH2:7][CH2:6][N:5]([CH2:8][CH2:9][N:10]2[C:18]3[C:13](=[CH:14][CH:15]=[C:16]([O:19][CH3:20])[CH:17]=3)[CH:12]=[C:11]2[C:21]([O:23][CH3:24])=[O:22])[CH2:4][CH2:3]1.[O:25]1[C:34]2[CH:33]=[C:32]([CH:35]=O)[N:31]=[CH:30][C:29]=2[O:28][CH2:27][CH2:26]1.C(O[BH-](OC(=O)C)OC(=O)C)(=O)C.[Na+]. The catalyst is C(Cl)(Cl)Cl.CO. The product is [O:25]1[C:34]2[CH:33]=[C:32]([CH2:35][NH:1][CH:2]3[CH2:3][CH2:4][N:5]([CH2:8][CH2:9][N:10]4[C:18]5[C:13](=[CH:14][CH:15]=[C:16]([O:19][CH3:20])[CH:17]=5)[CH:12]=[C:11]4[C:21]([O:23][CH3:24])=[O:22])[CH2:6][CH2:7]3)[N:31]=[CH:30][C:29]=2[O:28][CH2:27][CH2:26]1. The yield is 0.820.